Task: Predict the product of the given reaction.. Dataset: Forward reaction prediction with 1.9M reactions from USPTO patents (1976-2016) Given the reactants [CH:1]([C:4]1[CH:12]=[CH:11][C:10]2[N:9]([CH3:13])[N:8]=[CH:7][C:6]=2[C:5]=1[C:14](Cl)=[O:15])([CH3:3])[CH3:2].[C:17]1(C)[CH:22]=[CH:21][C:20]([NH:23][CH:24]2[CH2:32][C:31]3[C:26](=[CH:27][CH:28]=[CH:29][CH:30]=3)[CH2:25]2)=[CH:19][CH:18]=1.[CH2:34](N(CC)CC)[CH3:35], predict the reaction product. The product is: [CH2:32]1[C:31]2[C:26](=[CH:27][CH:28]=[CH:29][CH:30]=2)[CH2:25][CH:24]1[N:23]([CH2:20][C:19]1[CH:18]=[CH:17][C:22]([CH3:21])=[CH:35][CH:34]=1)[C:14]([C:5]1[C:6]2[CH:7]=[N:8][N:9]([CH3:13])[C:10]=2[CH:11]=[CH:12][C:4]=1[CH:1]([CH3:3])[CH3:2])=[O:15].